Task: Predict the product of the given reaction.. Dataset: Forward reaction prediction with 1.9M reactions from USPTO patents (1976-2016) (1) Given the reactants [CH:1]1([NH2:7])[CH2:6][CH2:5][CH2:4][CH2:3][CH2:2]1.[CH:8]1[C:13]([C:14]#[N:15])=[CH:12][N:11]=[C:10](Cl)[CH:9]=1.C(=O)([O-])[O-].[K+].[K+].CN(C=O)C, predict the reaction product. The product is: [CH:1]1([NH:7][C:10]2[CH:9]=[CH:8][C:13]([C:14]#[N:15])=[CH:12][N:11]=2)[CH2:6][CH2:5][CH2:4][CH2:3][CH2:2]1. (2) Given the reactants [Cl:1][C:2]1[CH:32]=[CH:31][C:5]([CH2:6][O:7][C:8]2[CH:13]=[CH:12][N:11]([C:14]3[CH:15]=[CH:16][C:17]4[N:21]=[C:20]([CH:22]5[CH2:24][CH:23]5[C:25]([OH:27])=O)[N:19]([CH3:28])[C:18]=4[CH:29]=3)[C:10](=[O:30])[CH:9]=2)=[CH:4][CH:3]=1.C([N:35](CC)CC)C.ClC(OCC)=O.N, predict the reaction product. The product is: [Cl:1][C:2]1[CH:32]=[CH:31][C:5]([CH2:6][O:7][C:8]2[CH:13]=[CH:12][N:11]([C:14]3[CH:15]=[CH:16][C:17]4[N:21]=[C:20]([CH:22]5[CH2:24][CH:23]5[C:25]([NH2:35])=[O:27])[N:19]([CH3:28])[C:18]=4[CH:29]=3)[C:10](=[O:30])[CH:9]=2)=[CH:4][CH:3]=1.